Dataset: Full USPTO retrosynthesis dataset with 1.9M reactions from patents (1976-2016). Task: Predict the reactants needed to synthesize the given product. (1) Given the product [CH3:19][C:17]1[CH:18]=[C:2]([B:24]([OH:25])[OH:23])[CH:3]=[C:4]([O:5][C:6]2[CH:11]=[CH:10][C:9]([C:12]([F:15])([F:14])[F:13])=[CH:8][N:7]=2)[CH:16]=1, predict the reactants needed to synthesize it. The reactants are: Br[C:2]1[CH:3]=[C:4]([CH:16]=[C:17]([CH3:19])[CH:18]=1)[O:5][C:6]1[CH:11]=[CH:10][C:9]([C:12]([F:15])([F:14])[F:13])=[CH:8][N:7]=1.C([O:23][B:24](OC(C)C)[O:25]C(C)C)(C)C.C1COCC1.[Li]CCCC. (2) Given the product [CH2:27]([N:29]1[CH:33]=[C:32]([C:2]2[CH:11]=[C:10]3[C:5]([CH2:6][CH:7]([CH3:26])[N:8]([C:12]4[CH:17]=[C:16]([N:18]5[CH2:19][CH2:20][N:21]([CH3:24])[CH2:22][CH2:23]5)[N:15]=[C:14]([NH2:25])[N:13]=4)[CH2:9]3)=[CH:4][CH:3]=2)[CH:31]=[N:30]1)[CH3:28], predict the reactants needed to synthesize it. The reactants are: Br[C:2]1[CH:11]=[C:10]2[C:5]([CH2:6][CH:7]([CH3:26])[N:8]([C:12]3[CH:17]=[C:16]([N:18]4[CH2:23][CH2:22][N:21]([CH3:24])[CH2:20][CH2:19]4)[N:15]=[C:14]([NH2:25])[N:13]=3)[CH2:9]2)=[CH:4][CH:3]=1.[CH2:27]([N:29]1[CH:33]=[C:32](B2OC(C)(C)C(C)(C)O2)[CH:31]=[N:30]1)[CH3:28].C(=O)(O)[O-].[Na+].O1CCOCC1. (3) Given the product [Cl:1][C:2]1[C:10]([Cl:11])=[CH:9][CH:8]=[C:7]2[C:3]=1[C:4]([N:22]1[CH2:31][C@H:30]([F:32])[CH2:29][C@H:23]1[C:24]([N:26]([CH3:28])[CH3:27])=[O:25])([C:13]1[CH:18]=[C:17]([CH3:19])[CH:16]=[CH:15][C:14]=1[O:20][CH3:21])[C:5](=[O:12])[N:6]2[S:45]([C:38]1[CH:39]=[CH:40][C:41]([O:43][CH3:44])=[CH:42][C:37]=1[O:36][CH3:35])(=[O:47])=[O:46], predict the reactants needed to synthesize it. The reactants are: [Cl:1][C:2]1[C:10]([Cl:11])=[CH:9][CH:8]=[C:7]2[C:3]=1[C:4]([N:22]1[CH2:31][C@H:30]([F:32])[CH2:29][C@H:23]1[C:24]([N:26]([CH3:28])[CH3:27])=[O:25])([C:13]1[CH:18]=[C:17]([CH3:19])[CH:16]=[CH:15][C:14]=1[O:20][CH3:21])[C:5](=[O:12])[NH:6]2.[H-].[Na+].[CH3:35][O:36][C:37]1[CH:42]=[C:41]([O:43][CH3:44])[CH:40]=[CH:39][C:38]=1[S:45](Cl)(=[O:47])=[O:46].C(=O)([O-])[O-].[K+].[K+]. (4) The reactants are: O=P(Cl)(Cl)Cl.CN(C=O)C.[CH2:11]([N:18]1[C:23](=[O:24])[C:22]2[C:25]3[CH2:31][CH2:30][CH2:29][C:28](=[O:32])[C:26]=3[S:27][C:21]=2[N:20]=[C:19]1[C:33]1[CH:38]=[C:37]([O:39][CH3:40])[C:36]([O:41][CH3:42])=[C:35]([O:43][CH3:44])[CH:34]=1)[C:12]1[CH:17]=[CH:16][CH:15]=[CH:14][CH:13]=1.C[N+](C)=[CH:47][Cl:48].[Cl-]. Given the product [CH2:11]([N:18]1[C:23](=[O:24])[C:22]2[C:25]3[CH2:31][CH2:30][C:29]([CH:28]=[O:32])=[C:47]([Cl:48])[C:26]=3[S:27][C:21]=2[N:20]=[C:19]1[C:33]1[CH:38]=[C:37]([O:39][CH3:40])[C:36]([O:41][CH3:42])=[C:35]([O:43][CH3:44])[CH:34]=1)[C:12]1[CH:13]=[CH:14][CH:15]=[CH:16][CH:17]=1, predict the reactants needed to synthesize it. (5) Given the product [CH2:23]([C:3]1[CH:8]=[CH:7][CH:6]=[C:5]([CH2:20][CH3:21])[C:4]=1/[CH:11]=[N:12]/[CH:13]([CH:17]([CH3:19])[CH3:18])[CH:14]([CH3:16])[CH3:15])[CH3:24], predict the reactants needed to synthesize it. The reactants are: CO[C:3]1[CH:8]=[CH:7][CH:6]=[C:5](OC)[C:4]=1/[CH:11]=[N:12]/[CH:13]([CH:17]([CH3:19])[CH3:18])[CH:14]([CH3:16])[CH3:15].[CH2:20]([Li])[CH3:21].[CH2:23]1COC[CH2:24]1. (6) Given the product [C:6]([O:5][CH2:1][CH:2]([O:4][C:6](=[O:14])[C:7]1[CH:8]=[CH:9][CH:10]=[CH:11][CH:12]=1)[CH3:3])(=[O:15])[C:7]1[CH:12]=[CH:11][CH:10]=[CH:9][CH:8]=1, predict the reactants needed to synthesize it. The reactants are: [CH2:1]([OH:5])[CH:2]([OH:4])[CH3:3].[C:6]([OH:14])(=O)[C:7]1[CH:12]=[CH:11][CH:10]=[CH:9][CH:8]=1.[OH-:15].[K+]. (7) Given the product [Br:15][C:16]1[S:20][CH:19]=[C:18]([CH2:21][NH:5][C:4]2[CH:6]=[C:7]([C:10]3[O:14][CH:13]=[N:12][CH:11]=3)[CH:8]=[CH:9][C:3]=2[O:2][CH3:1])[CH:17]=1, predict the reactants needed to synthesize it. The reactants are: [CH3:1][O:2][C:3]1[CH:9]=[CH:8][C:7]([C:10]2[O:14][CH:13]=[N:12][CH:11]=2)=[CH:6][C:4]=1[NH2:5].[Br:15][C:16]1[S:20][CH:19]=[C:18]([CH:21]=O)[CH:17]=1. (8) Given the product [Br:19][C:3]1[C:2]([F:1])=[CH:8][C:6]([NH2:7])=[C:5]([N+:9]([O-:11])=[O:10])[CH:4]=1, predict the reactants needed to synthesize it. The reactants are: [F:1][C:2]1[CH:3]=[CH:4][C:5]([N+:9]([O-:11])=[O:10])=[C:6]([CH:8]=1)[NH2:7].C1C(=O)N([Br:19])C(=O)C1. (9) The reactants are: CCN(C(C)C)C(C)C.[Br:10][C:11]1[CH:16]=[CH:15][C:14]([F:17])=[CH:13][C:12]=1[C:18]([N:20]1[CH2:25][CH2:24][NH:23][CH2:22][CH2:21]1)=[O:19].C1C=CC2N(O)N=NC=2C=1.CCN=C=NCCCN(C)C.[OH:47][C:48]1[CH:53]=[CH:52][CH:51]=[CH:50][C:49]=1[C:54]1[NH:58][N:57]=[C:56]([C:59]([NH:61][CH2:62][C:63](O)=[O:64])=[O:60])[CH:55]=1. Given the product [Br:10][C:11]1[CH:16]=[CH:15][C:14]([F:17])=[CH:13][C:12]=1[C:18]([N:20]1[CH2:21][CH2:22][N:23]([C:63](=[O:64])[CH2:62][NH:61][C:59]([C:56]2[CH:55]=[C:54]([C:49]3[CH:50]=[CH:51][CH:52]=[CH:53][C:48]=3[OH:47])[NH:58][N:57]=2)=[O:60])[CH2:24][CH2:25]1)=[O:19], predict the reactants needed to synthesize it.